Dataset: Full USPTO retrosynthesis dataset with 1.9M reactions from patents (1976-2016). Task: Predict the reactants needed to synthesize the given product. Given the product [N:45]1[CH:50]=[CH:49][CH:48]=[C:47]([C:2]2[CH:3]=[C:4]([CH:42]=[CH:43][CH:44]=2)[CH2:5][N:6]2[CH:10]=[C:9]([NH:11][C:12]([C:14]3[C:22]4[C:17](=[CH:18][C:19]([C:23]5[CH:27]=[N:26][NH:25][CH:24]=5)=[CH:20][CH:21]=4)[NH:16][N:15]=3)=[O:13])[CH:8]=[N:7]2)[CH:46]=1, predict the reactants needed to synthesize it. The reactants are: Br[C:2]1[CH:3]=[C:4]([CH:42]=[CH:43][CH:44]=1)[CH2:5][N:6]1[CH:10]=[C:9]([NH:11][C:12]([C:14]2[C:22]3[C:17](=[CH:18][C:19]([C:23]4[CH:24]=[N:25][N:26](C5CCCCO5)[CH:27]=4)=[CH:20][CH:21]=3)[N:16](COCC[Si](C)(C)C)[N:15]=2)=[O:13])[CH:8]=[N:7]1.[N:45]1[CH:50]=[CH:49][CH:48]=[C:47](B(O)O)[CH:46]=1.C(#N)C.C(=O)([O-])[O-].[Na+].[Na+].C([SiH](C(C)C)C(C)C)(C)C.